From a dataset of Reaction yield outcomes from USPTO patents with 853,638 reactions. Predict the reaction yield, written as a fraction of the theoretical maximum amount of product (1.0 means a 100% yield; for example, 0.34 means a 34% yield). The reactants are [O:1]=[C:2]1[C:10]2[C:5](=[CH:6][CH:7]=[CH:8][CH:9]=2)[C:4](=[O:11])[N:3]1[CH2:12][C:13](=O)[C:14]([O:16]CC)=O.[CH3:20]/[C:21](/[NH2:24])=[N:22]/[NH2:23].Cl. The catalyst is CCO. The product is [CH3:20][C:21]1[NH:24][C:14](=[O:16])[C:13]([CH2:12][N:3]2[C:4](=[O:11])[C:5]3[C:10](=[CH:9][CH:8]=[CH:7][CH:6]=3)[C:2]2=[O:1])=[N:23][N:22]=1. The yield is 0.730.